Dataset: Full USPTO retrosynthesis dataset with 1.9M reactions from patents (1976-2016). Task: Predict the reactants needed to synthesize the given product. (1) Given the product [NH2:2][O:1][CH2:14][C:15]1[CH:16]=[C:17]([CH:20]=[CH:21][CH:22]=1)[C:18]#[N:19], predict the reactants needed to synthesize it. The reactants are: [OH:1][N:2]1C(=O)C2=CC=CC=C2C1=O.Br[CH2:14][C:15]1[CH:16]=[C:17]([CH:20]=[CH:21][CH:22]=1)[C:18]#[N:19]. (2) Given the product [CH3:36][S:37]([C:39]1[CH:47]=[CH:46][C:45]([N:48]2[CH:52]=[N:51][N:50]=[N:49]2)=[CH:44][C:40]=1[C:41]([N:27]1[CH2:28][CH2:29][C:25]([CH2:24][CH2:23][N:19]2[CH2:20][CH2:21][CH2:22][N:16]([C:8]3[N:7]([CH2:6][CH2:5][O:4][CH2:2][CH3:3])[C:11]4[CH:12]=[CH:13][CH:14]=[CH:15][C:10]=4[N:9]=3)[CH2:17][CH2:18]2)([C:30]2[CH:35]=[CH:34][CH:33]=[CH:32][CH:31]=2)[CH2:26]1)=[O:42])=[O:38], predict the reactants needed to synthesize it. The reactants are: Cl.[CH2:2]([O:4][CH2:5][CH2:6][N:7]1[C:11]2[CH:12]=[CH:13][CH:14]=[CH:15][C:10]=2[N:9]=[C:8]1[N:16]1[CH2:22][CH2:21][CH2:20][N:19]([CH2:23][CH2:24][C:25]2([C:30]3[CH:35]=[CH:34][CH:33]=[CH:32][CH:31]=3)[CH2:29][CH2:28][NH:27][CH2:26]2)[CH2:18][CH2:17]1)[CH3:3].[CH3:36][S:37]([C:39]1[CH:47]=[CH:46][C:45]([N:48]2[CH:52]=[N:51][N:50]=[N:49]2)=[CH:44][C:40]=1[C:41](O)=[O:42])=[O:38].O.ON1C2C=CC=CC=2N=N1.Cl.C(N=C=NCCCN(C)C)C.C(N(CC)C(C)C)(C)C. (3) Given the product [Cl:6][C:7]1[CH:12]=[C:11]([B:15]([OH:18])[OH:16])[CH:10]=[C:9]([Cl:14])[N:8]=1, predict the reactants needed to synthesize it. The reactants are: [Li]CCCC.[Cl:6][C:7]1[CH:12]=[C:11](I)[CH:10]=[C:9]([Cl:14])[N:8]=1.[B:15](OC)([O:18]C)[O:16]C. (4) Given the product [CH3:34][O:35][C:36](=[O:37])[NH:38][CH:39]([C:43]1[CH:48]=[CH:47][CH:46]=[CH:45][CH:44]=1)[C:6](=[O:7])[N:8]1[CH2:12][CH2:11][CH2:10][CH:9]1[C:13]1[NH:14][C:15]([C:18]2[CH:23]=[CH:22][C:21]([B:24]3[O:25][C:26]([CH3:32])([CH3:31])[C:27]([CH3:30])([CH3:29])[O:28]3)=[CH:20][CH:19]=2)=[CH:16][N:17]=1, predict the reactants needed to synthesize it. The reactants are: C(O[C:6]([N:8]1[CH2:12][CH2:11][CH2:10][CH:9]1[C:13]1[NH:14][C:15]([C:18]2[CH:23]=[CH:22][C:21]([B:24]3[O:28][C:27]([CH3:30])([CH3:29])[C:26]([CH3:32])([CH3:31])[O:25]3)=[CH:20][CH:19]=2)=[CH:16][N:17]=1)=[O:7])(C)(C)C.Cl.[CH3:34][O:35][C:36]([NH:38][CH:39]([C:43]1[CH:48]=[CH:47][CH:46]=[CH:45][CH:44]=1)C(O)=O)=[O:37].CN(C(ON1N=NC2C=CC=NC1=2)=[N+](C)C)C.F[P-](F)(F)(F)(F)F.[O-]P([O-])([O-])=O.[K+].[K+].[K+]. (5) Given the product [CH3:8][N:9]1[C:18]2[CH:17]=[C:16]3[S:19][C:20]([C:22]4[S:4][CH2:3][CH:2]([C:5]([OH:7])=[O:6])[N:1]=4)=[N:21][C:15]3=[CH:14][C:13]=2[C:12]([CH3:24])=[CH:11][C:10]1([CH3:26])[CH3:25], predict the reactants needed to synthesize it. The reactants are: [NH2:1][C@@H:2]([C:5]([OH:7])=[O:6])[CH2:3][SH:4].[CH3:8][N:9]1[C:18]2[CH:17]=[C:16]3[S:19][C:20]([C:22]#N)=[N:21][C:15]3=[CH:14][C:13]=2[C:12]([CH3:24])=[CH:11][C:10]1([CH3:26])[CH3:25]. (6) Given the product [Cl:1][C:2]1[N:3]=[CH:4][C:5]2[S:10][CH:9]=[C:8]([N:11]([CH3:27])[C:12]3[CH:17]=[C:16]([O:18][CH3:19])[C:15]([O:20][CH3:21])=[C:14]([O:22][CH3:23])[CH:13]=3)[C:6]=2[N:7]=1, predict the reactants needed to synthesize it. The reactants are: [Cl:1][C:2]1[N:3]=[CH:4][C:5]2[S:10][CH:9]=[C:8]([NH:11][C:12]3[CH:17]=[C:16]([O:18][CH3:19])[C:15]([O:20][CH3:21])=[C:14]([O:22][CH3:23])[CH:13]=3)[C:6]=2[N:7]=1.[H-].[Na+].I[CH3:27].